From a dataset of Forward reaction prediction with 1.9M reactions from USPTO patents (1976-2016). Predict the product of the given reaction. (1) Given the reactants [CH2:1]([O:3][C:4]([C:6]1[C:7](Br)=[N:8][N:9]([CH2:11][C:12]2[CH:17]=[CH:16][C:15]([CH2:18][N:19]3[CH:23]=[C:22]([CH3:24])[CH:21]=[N:20]3)=[CH:14][CH:13]=2)[CH:10]=1)=[O:5])[CH3:2].[CH3:26][C:27]1[C:31](B2OC(C)(C)C(C)(C)O2)=[C:30]([CH3:41])[O:29][N:28]=1.C(=O)([O-])[O-].[K+].[K+].O1CCOCC1, predict the reaction product. The product is: [CH2:1]([O:3][C:4]([C:6]1[C:7]([C:31]2[C:27]([CH3:26])=[N:28][O:29][C:30]=2[CH3:41])=[N:8][N:9]([CH2:11][C:12]2[CH:17]=[CH:16][C:15]([CH2:18][N:19]3[CH:23]=[C:22]([CH3:24])[CH:21]=[N:20]3)=[CH:14][CH:13]=2)[CH:10]=1)=[O:5])[CH3:2]. (2) Given the reactants Br[C:2]1[CH:3]=[CH:4][C:5]([CH3:19])=[C:6]([CH:18]=1)[CH2:7][N:8]1[C:12]([CH:13]([F:15])[F:14])=[N:11][N:10]([CH3:16])[C:9]1=[O:17].[CH3:20][C:21]([OH:25])([C:23]#[CH:24])[CH3:22].C1(P(C2C=CC=CC=2)C2C=CC=CC=2)C=CC=CC=1.C(N(CC)CC)C, predict the reaction product. The product is: [F:14][CH:13]([F:15])[C:12]1[N:8]([CH2:7][C:6]2[CH:18]=[C:2]([C:24]#[C:23][C:21]([OH:25])([CH3:22])[CH3:20])[CH:3]=[CH:4][C:5]=2[CH3:19])[C:9](=[O:17])[N:10]([CH3:16])[N:11]=1.